This data is from Reaction yield outcomes from USPTO patents with 853,638 reactions. The task is: Predict the reaction yield, written as a fraction of the theoretical maximum amount of product (1.0 means a 100% yield; for example, 0.34 means a 34% yield). (1) The reactants are [CH:1]([C:4]1[CH:9]=[CH:8][C:7]([C:10](=O)[CH2:11][O:12][C:13]2[CH:21]=[C:20]([CH3:22])[CH:19]=[C:18]3[C:14]=2[CH2:15][CH2:16][CH2:17]3)=[CH:6][CH:5]=1)([CH3:3])[CH3:2]. The catalyst is CO. The product is [CH:1]([C:4]1[CH:9]=[CH:8][C:7]([C:10]2[C:21]3[C:20]([CH3:22])=[CH:19][C:18]4[CH2:17][CH2:16][CH2:15][C:14]=4[C:13]=3[O:12][CH:11]=2)=[CH:6][CH:5]=1)([CH3:3])[CH3:2]. The yield is 0.770. (2) The reactants are [CH2:1]([O:8][C:9]1[CH:14]=[C:13]([O:15][CH2:16][C:17]2[CH:22]=[CH:21][CH:20]=[CH:19][CH:18]=2)[C:12]([C:23]([CH3:26])([CH3:25])[CH3:24])=[CH:11][C:10]=1[C:27](=[O:29])C)[C:2]1[CH:7]=[CH:6][CH:5]=[CH:4][CH:3]=1.[OH-:30].[Na+].BrBr. The catalyst is O1CCOCC1.O. The product is [CH2:1]([O:8][C:9]1[CH:14]=[C:13]([O:15][CH2:16][C:17]2[CH:22]=[CH:21][CH:20]=[CH:19][CH:18]=2)[C:12]([C:23]([CH3:24])([CH3:26])[CH3:25])=[CH:11][C:10]=1[C:27]([OH:29])=[O:30])[C:2]1[CH:7]=[CH:6][CH:5]=[CH:4][CH:3]=1. The yield is 0.790. (3) The reactants are [CH2:1]([O:8][C:9]1[CH:18]=[C:17]2[C:12]([C:13](O)=[CH:14][CH:15]=[N:16]2)=[CH:11][C:10]=1[O:20][CH3:21])[C:2]1[CH:7]=[CH:6][CH:5]=[CH:4][CH:3]=1.C(=O)([O-])[O-].[Na+].[Na+].C(=O)(O)[O-].[Na+].P(Cl)(Cl)([Cl:35])=O. No catalyst specified. The product is [CH2:1]([O:8][C:9]1[CH:18]=[C:17]2[C:12]([C:13]([Cl:35])=[CH:14][CH:15]=[N:16]2)=[CH:11][C:10]=1[O:20][CH3:21])[C:2]1[CH:7]=[CH:6][CH:5]=[CH:4][CH:3]=1. The yield is 0.950. (4) The reactants are Cl.Cl.[OH:3][C@@H:4]1[CH2:11][N:10]([CH2:12][CH2:13][CH2:14][N:15]2[C:21](=[O:22])[CH2:20][CH2:19][NH:18][C@H:17]([CH3:23])[CH2:16]2)[CH2:9][CH2:8][C:5]21[CH2:7][CH2:6]2.C(N(CC)CC)C.[Cl:31][C:32]1[CH:33]=[CH:34][C:35]([F:41])=[C:36]([N:38]=[C:39]=[O:40])[CH:37]=1. The catalyst is ClCCl. The product is [Cl:31][C:32]1[CH:33]=[CH:34][C:35]([F:41])=[C:36]([NH:38][C:39]([N:18]2[CH2:19][CH2:20][C:21](=[O:22])[N:15]([CH2:14][CH2:13][CH2:12][N:10]3[CH2:9][CH2:8][C:5]4([CH2:6][CH2:7]4)[C@H:4]([OH:3])[CH2:11]3)[CH2:16][C@H:17]2[CH3:23])=[O:40])[CH:37]=1. The yield is 0.480. (5) The reactants are [N+:1]([C:4]1[CH:5]=[C:6]([C@@H:10]([NH2:12])[CH3:11])[CH:7]=[CH:8][CH:9]=1)([O-:3])=[O:2].[Br:13][C:14]1[CH:19]=[CH:18][CH:17]=[C:16](Br)[N:15]=1.C1(P(C2C(P(C3C=CC=CC=3)C3C=CC=CC=3)=C(C3C4C(=CC=CC=4)C=CC=3)C3C(C=2)=CC=CC=3)C2C=CC=CC=2)C=CC=CC=1.CC(C)([O-])C.[Na+]. The catalyst is C1(C)C=CC=CC=1.C(OCC)(=O)C. The product is [Br:13][C:14]1[N:15]=[C:16]([NH:12][C@H:10]([C:6]2[CH:7]=[CH:8][CH:9]=[C:4]([N+:1]([O-:3])=[O:2])[CH:5]=2)[CH3:11])[CH:17]=[CH:18][CH:19]=1. The yield is 0.330. (6) The reactants are [CH2:1]([S:3][C:4]1[C:9]([C:10]([NH:12][CH2:13][C:14]2[CH:19]=[CH:18][CH:17]=[C:16]([F:20])[CH:15]=2)=[O:11])=[C:8](C)[CH:7]=C(NC)[N:5]=1)[CH3:2].C[CH2:25][N:26]([CH:30]([CH3:32])C)[CH:27]([CH3:29])C.CC(OC(C)=O)=[O:35]. The catalyst is C(Cl)Cl.C1COCC1.O. The product is [C:30]([N:26]([CH3:25])[C:27]1[N:5]=[C:4]([S:3][CH2:1][CH3:2])[C:9]([C:10]([NH:12][CH2:13][C:14]2[CH:19]=[CH:18][CH:17]=[C:16]([F:20])[CH:15]=2)=[O:11])=[C:8]([CH3:7])[CH:29]=1)(=[O:35])[CH3:32]. The yield is 0.800. (7) The reactants are [N:1]1([C:6]2[CH:7]=[CH:8][C:9]([C:13]3[N:14]=[N:15][C:16]([C:19]4[CH2:20][CH2:21][NH:22][CH2:23][CH:24]=4)=[CH:17][CH:18]=3)=[C:10]([OH:12])[CH:11]=2)[CH:5]=[CH:4][CH:3]=[N:2]1. The catalyst is CO.[Pd]. The product is [NH:22]1[CH2:21][CH2:20][CH:19]([C:16]2[N:15]=[N:14][C:13]([C:9]3[CH:8]=[CH:7][C:6]([N:1]4[CH:5]=[CH:4][CH:3]=[N:2]4)=[CH:11][C:10]=3[OH:12])=[CH:18][CH:17]=2)[CH2:24][CH2:23]1. The yield is 0.110. (8) The reactants are [Cl:1][C:2]1[CH:3]=[C:4]([C:8]2[C:12]([CH2:13][O:14][C:15]3[CH:23]=[CH:22][C:18]([C:19]([OH:21])=O)=[CH:17][N:16]=3)=[C:11]([CH3:24])[O:10][N:9]=2)[CH:5]=[CH:6][CH:7]=1.[CH:25]1([NH2:28])[CH2:27][CH2:26]1. No catalyst specified. The product is [Cl:1][C:2]1[CH:3]=[C:4]([C:8]2[C:12]([CH2:13][O:14][C:15]3[CH:23]=[CH:22][C:18]([C:19]([NH:28][CH:25]4[CH2:27][CH2:26]4)=[O:21])=[CH:17][N:16]=3)=[C:11]([CH3:24])[O:10][N:9]=2)[CH:5]=[CH:6][CH:7]=1. The yield is 0.720. (9) The reactants are [O:1]1[C:6]2[CH:7]=[CH:8][C:9]([C:11]3[C:12]([C:19]4[CH:24]=[CH:23][CH:22]=[CH:21][N:20]=4)=[N:13][N:14]([CH3:18])[C:15]=3[CH:16]=[O:17])=[CH:10][C:5]=2[CH2:4][CH2:3][CH2:2]1.C[Si](C#N)(C)C.[Na].[C:32](Cl)(=[O:34])C.[CH3:36][OH:37]. The catalyst is ClCCl.[I-].[Zn+2].[I-]. The product is [O:1]1[C:6]2[CH:7]=[CH:8][C:9]([C:11]3[C:12]([C:19]4[CH:24]=[CH:23][CH:22]=[CH:21][N:20]=4)=[N:13][N:14]([CH3:18])[C:15]=3[CH:16]([OH:17])[C:36]([O:34][CH3:32])=[O:37])=[CH:10][C:5]=2[CH2:4][CH2:3][CH2:2]1. The yield is 0.390.